From a dataset of Full USPTO retrosynthesis dataset with 1.9M reactions from patents (1976-2016). Predict the reactants needed to synthesize the given product. (1) Given the product [CH3:23][O:24][C:25]1[CH:31]=[CH:30][C:29]([N+:32]([O-:34])=[O:33])=[CH:28][C:26]=1[NH:27][C:9]1[N:8]=[C:7]2[N:2]([CH3:1])[C:3](=[O:22])[N:4]([C:16]3[CH:21]=[CH:20][CH:19]=[CH:18][CH:17]=3)[CH2:5][C:6]2=[CH:11][N:10]=1, predict the reactants needed to synthesize it. The reactants are: [CH3:1][N:2]1[C:7]2=[N:8][C:9](S(C)(=O)=O)=[N:10][CH:11]=[C:6]2[CH2:5][N:4]([C:16]2[CH:21]=[CH:20][CH:19]=[CH:18][CH:17]=2)[C:3]1=[O:22].[CH3:23][O:24][C:25]1[CH:31]=[CH:30][C:29]([N+:32]([O-:34])=[O:33])=[CH:28][C:26]=1[NH2:27].C(O)(C(F)(F)F)=O. (2) The reactants are: C1C2C3=CC4[CH:14]=[CH:15][C:16](C(O)=O)=[CH:17][C:18]=4[N:9]3CC=CC=2C=CC=1.[ClH:22].[C:23]([N:30]1[CH:34]=[CH:33][N:32]=[CH:31]1)(N1C=CN=C1)=[O:24].CN1CCNCC1.[CH2:42]1CCN2[C:45](=NCCC2)[CH2:44][CH2:43]1. Given the product [Cl:22][C:18]1[C:17]([C:23]([N:30]2[CH:34]3[CH2:45][CH2:44][CH:43]2[CH2:42][N:32]([CH3:31])[CH2:33]3)=[O:24])=[CH:16][CH:15]=[CH:14][N:9]=1, predict the reactants needed to synthesize it.